Dataset: Catalyst prediction with 721,799 reactions and 888 catalyst types from USPTO. Task: Predict which catalyst facilitates the given reaction. (1) Reactant: [OH:1][C:2]([CH:7]1[O:12][CH2:11][CH2:10][N:9]([CH2:13][C:14]2[CH:19]=[CH:18][C:17]([O:20][CH3:21])=[CH:16][CH:15]=2)[C:8]1=[O:22])([CH3:6])[C:3]([OH:5])=[O:4].C1COCC1.[C:28](OC(=NC(C)C)NC(C)C)([CH3:31])([CH3:30])[CH3:29]. Product: [OH:1][C:2]([CH:7]1[O:12][CH2:11][CH2:10][N:9]([CH2:13][C:14]2[CH:19]=[CH:18][C:17]([O:20][CH3:21])=[CH:16][CH:15]=2)[C:8]1=[O:22])([CH3:6])[C:3]([O:5][C:28]([CH3:31])([CH3:30])[CH3:29])=[O:4]. The catalyst class is: 237. (2) The catalyst class is: 223. Reactant: [N:1]([O-])=O.[Na+].[NH2:5][C:6]1[CH:11]=[C:10]([O:12][CH3:13])[C:9]([CH2:14][CH3:15])=[CH:8][C:7]=1[C:16](=[O:18])[CH3:17].C(=O)(O)[O-].[Na+]. Product: [CH2:14]([C:9]1[CH:8]=[C:7]2[C:6](=[CH:11][C:10]=1[O:12][CH3:13])[N:5]=[N:1][CH:17]=[C:16]2[OH:18])[CH3:15]. (3) Product: [CH3:23][C:19]1([CH3:24])[CH2:18][C:17]2([CH2:25][CH2:26][CH2:27][N:15]([CH:12]3[CH2:11][CH2:10][N:9]([C:7]([C:6]4[C:5]5[CH:28]=[CH:29][CH:30]=[CH:31][C:4]=5[S:3][C:2]=4[NH:1][C:32]([NH:34][CH3:37])=[O:41])=[O:8])[CH2:14][CH2:13]3)[CH2:16]2)[C:21](=[O:22])[O:20]1. Reactant: [NH2:1][C:2]1[S:3][C:4]2[CH:31]=[CH:30][CH:29]=[CH:28][C:5]=2[C:6]=1[C:7]([N:9]1[CH2:14][CH2:13][CH:12]([N:15]2[CH2:27][CH2:26][CH2:25][C:17]3([C:21](=[O:22])[O:20][C:19]([CH3:24])([CH3:23])[CH2:18]3)[CH2:16]2)[CH2:11][CH2:10]1)=[O:8].[CH2:32]([N:34]([CH2:37]C)CC)C.ClC(OC1C=CC([N+]([O-])=O)=CC=1)=[O:41].CN.O1CCCC1.C(=O)([O-])O.[Na+]. The catalyst class is: 7. (4) Reactant: C(Cl)(=O)C(Cl)=O.CS(C)=O.[CH3:11][C:12]1([CH2:18][CH2:19][OH:20])[CH2:17][CH2:16][CH2:15][CH2:14][CH2:13]1.C(N(CC)CC)C. Product: [CH3:11][C:12]1([CH2:18][CH:19]=[O:20])[CH2:17][CH2:16][CH2:15][CH2:14][CH2:13]1. The catalyst class is: 46.